Dataset: Forward reaction prediction with 1.9M reactions from USPTO patents (1976-2016). Task: Predict the product of the given reaction. (1) Given the reactants Cl.C(N=C=NCCCN(C)C)C.[CH2:13]([C:15]1[S:19][CH:18]=[C:17]([C:20]([OH:22])=O)[CH:16]=1)[CH3:14].[CH3:23][C:24]12[CH2:31][CH:28]([NH:29][CH2:30]1)[CH2:27][C:26]([CH3:33])([CH3:32])[CH2:25]2.O, predict the reaction product. The product is: [CH2:13]([C:15]1[S:19][CH:18]=[C:17]([C:20]([N:29]2[CH2:30][C:24]3([CH3:23])[CH2:31][CH:28]2[CH2:27][C:26]([CH3:33])([CH3:32])[CH2:25]3)=[O:22])[CH:16]=1)[CH3:14]. (2) Given the reactants [F:1][C:2]1[CH:7]=[C:6]([F:8])[CH:5]=[CH:4][C:3]=1[CH2:9][NH:10][C:11]([C:13]1[C:14](=[O:45])[C:15]([O:28][CH2:29][O:30][C:31]([O:33][CH2:34][C:35]([O:37]CC2C=CC=CC=2)=[O:36])=[O:32])=[C:16]2[C:21](=[O:22])[N:20]3[C@@H:23]([CH3:26])[CH2:24][O:25][C@@H:19]3[CH2:18][N:17]2[CH:27]=1)=[O:12].[H][H], predict the reaction product. The product is: [F:1][C:2]1[CH:7]=[C:6]([F:8])[CH:5]=[CH:4][C:3]=1[CH2:9][NH:10][C:11]([C:13]1[C:14](=[O:45])[C:15]([O:28][CH2:29][O:30][C:31]([O:33][CH2:34][C:35]([OH:37])=[O:36])=[O:32])=[C:16]2[C:21](=[O:22])[N:20]3[C@@H:23]([CH3:26])[CH2:24][O:25][C@@H:19]3[CH2:18][N:17]2[CH:27]=1)=[O:12]. (3) Given the reactants [CH3:1][C:2]([O:5][C:6]([NH:8][C@H:9]([C:14]([OH:16])=O)[CH2:10][O:11][CH2:12][CH3:13])=[O:7])([CH3:4])[CH3:3].[NH:17]1[CH2:22][CH2:21][O:20][CH2:19][CH2:18]1.CCN(C(C)C)C(C)C.CN(C(ON1N=NC2C=CC=CC1=2)=[N+](C)C)C.[B-](F)(F)(F)F, predict the reaction product. The product is: [CH2:12]([O:11][CH2:10][C@H:9]([NH:8][C:6](=[O:7])[O:5][C:2]([CH3:1])([CH3:3])[CH3:4])[C:14]([N:17]1[CH2:22][CH2:21][O:20][CH2:19][CH2:18]1)=[O:16])[CH3:13]. (4) Given the reactants O[CH:2]=[C:3]1[C:11]2[C:6](=[CH:7][CH:8]=[CH:9][CH:10]=2)[NH:5][C:4]1=[O:12].[CH:13]1[CH:14]=[CH:15][N:16]=[C:17]([NH:19][S:20]([C:23]2[CH:24]=[CH:25][C:26]([NH2:29])=[CH:27][CH:28]=2)(=[O:22])=[O:21])[CH:18]=1, predict the reaction product. The product is: [O:12]=[C:4]1[NH:5][C:6]2[C:11](/[C:3]/1=[CH:2]/[NH:29][C:26]1[CH:25]=[CH:24][C:23]([S:20]([NH:19][C:17]3[CH:18]=[CH:13][CH:14]=[CH:15][N:16]=3)(=[O:22])=[O:21])=[CH:28][CH:27]=1)=[CH:10][CH:9]=[CH:8][CH:7]=2.